Dataset: Forward reaction prediction with 1.9M reactions from USPTO patents (1976-2016). Task: Predict the product of the given reaction. (1) Given the reactants Br[CH2:2][C:3]1[CH:8]=[CH:7][C:6]([NH:9]C(=O)C(F)(F)F)=[CH:5][C:4]=1[C:16]([F:19])([F:18])[F:17].FC(F)(F)[C:22]([NH2:24])=O.[CH3:27]C(C)=O.C(Cl)Cl.N, predict the reaction product. The product is: [CH3:27][N:24]([CH2:2][C:3]1[CH:8]=[CH:7][C:6]([NH2:9])=[CH:5][C:4]=1[C:16]([F:19])([F:18])[F:17])[CH3:22]. (2) Given the reactants [Li+].[OH-].C[O:4][C:5](=[O:45])[CH:6]([N:18]1[CH2:23][CH2:22][N:21]([C:24](=[O:42])[CH:25]([NH:34][C:35]([O:37][C:38]([CH3:41])([CH3:40])[CH3:39])=[O:36])[CH2:26][C:27]2[CH:32]=[CH:31][C:30]([F:33])=[CH:29][CH:28]=2)[CH:20]([CH2:43][CH3:44])[CH2:19]1)[CH2:7][C:8]1[CH:17]=[CH:16][C:15]2[C:10](=[CH:11][CH:12]=[CH:13][CH:14]=2)[CH:9]=1.Cl, predict the reaction product. The product is: [C:38]([O:37][C:35]([NH:34][CH:25]([CH2:26][C:27]1[CH:32]=[CH:31][C:30]([F:33])=[CH:29][CH:28]=1)[C:24]([N:21]1[CH2:22][CH2:23][N:18]([CH:6]([CH2:7][C:8]2[CH:17]=[CH:16][C:15]3[C:10](=[CH:11][CH:12]=[CH:13][CH:14]=3)[CH:9]=2)[C:5]([OH:45])=[O:4])[CH2:19][CH:20]1[CH2:43][CH3:44])=[O:42])=[O:36])([CH3:39])([CH3:40])[CH3:41].